From a dataset of Full USPTO retrosynthesis dataset with 1.9M reactions from patents (1976-2016). Predict the reactants needed to synthesize the given product. (1) Given the product [F:7][C:8]1[CH:13]=[CH:12][CH:11]=[C:10]2[C:9]=1[O:14][CH2:15][CH2:16][C:17]2=[O:18], predict the reactants needed to synthesize it. The reactants are: CC(C)([O-])C.[K+].[F:7][C:8]1[CH:13]=[CH:12][CH:11]=[CH:10][C:9]=1[OH:14].[C:15]1(=O)[O:18][CH2:17][CH2:16]1.Cl. (2) Given the product [OH:40][NH:10][C:11](=[O:12])[C:13]1[CH:48]=[CH:43][C:15]([C:18]([NH:20][C:21]2[CH:26]=[CH:25][CH:24]=[C:23]([NH:28][C:29]3[S:30][CH:31]=[C:32]([C:34]4[CH:35]=[N:36][CH:37]=[CH:38][CH:39]=4)[N:33]=3)[CH:22]=2)=[O:19])=[CH:16][CH:17]=1, predict the reactants needed to synthesize it. The reactants are: [K+].[Br-].NC1C=CC=CC=1[NH:10][C:11]([C:13]1S[C:15]([C:18]([NH:20][C:21]2[CH:26]=[CH:25][C:24](C)=[C:23]([NH:28][C:29]3[S:30][CH:31]=[C:32]([C:34]4[CH:35]=[N:36][CH:37]=[CH:38][CH:39]=4)[N:33]=3)[CH:22]=2)=[O:19])=[CH:16][CH:17]=1)=[O:12].[OH2:40].Cl.Cl[C:43]1C=C(NC2C3C(=CC=C(C4C=CC(/C=C/C(NO)=O)=CC=4)C=3)N=CN=2)C=C[C:48]=1OCC1C=CC=C(F)C=1.ClC1C=C(NC2C3C(=CC=C(C4C=C(/C=C/C(NO)=O)C=CC=4)C=3)N=CN=2)C=CC=1OCC1C=CC=C(F)C=1.Cl. (3) Given the product [O:3]=[C:1]([C:4]1[CH:9]=[CH:8][CH:7]=[CH:6][CH:5]=1)[CH2:2][C:12]([O:13][CH3:14])=[O:15], predict the reactants needed to synthesize it. The reactants are: [C:1]([C:4]1[CH:9]=[CH:8][CH:7]=[CH:6][CH:5]=1)(=[O:3])[CH3:2].[H-].[Na+].[C:12](=O)([O:15]C)[O:13][CH3:14]. (4) Given the product [Cl:32][C:29]1[CH:30]=[CH:31][C:26]([NH:1][CH2:2][C@@H:3]2[C@H:8]([CH3:9])[CH2:7][CH2:6][CH2:5][N:4]2[C:10]([C:12]2[CH:17]=[C:16]([F:18])[CH:15]=[CH:14][C:13]=2[C:19]2[N:20]=[CH:21][CH:22]=[CH:23][N:24]=2)=[O:11])=[N:27][CH:28]=1, predict the reactants needed to synthesize it. The reactants are: [NH2:1][CH2:2][C@@H:3]1[C@H:8]([CH3:9])[CH2:7][CH2:6][CH2:5][N:4]1[C:10]([C:12]1[CH:17]=[C:16]([F:18])[CH:15]=[CH:14][C:13]=1[C:19]1[N:24]=[CH:23][CH:22]=[CH:21][N:20]=1)=[O:11].Br[C:26]1[CH:31]=[CH:30][C:29]([Cl:32])=[CH:28][N:27]=1. (5) Given the product [CH3:22][O:21][C@@H:6]1[C@H:5]([OH:4])[C@@H:9]([CH3:10])[O:8][C@H:7]1[N:13]1[CH:20]=[CH:19][C:17](=[O:18])[NH:16][C:14]1=[O:15], predict the reactants needed to synthesize it. The reactants are: C([O:4][C@@H:5]1[C@@H:9]([CH:10](I)O)[O:8][C@@H:7]([N:13]2[CH:20]=[CH:19][C:17](=[O:18])[NH:16][C:14]2=[O:15])[C@@H:6]1[O:21][CH3:22])(=O)C.CCN(C(C)C)C(C)C.C(=O)([O-])[O-].[K+].[K+].[Cl-].[NH4+]. (6) Given the product [NH2:8][C:9]1[N:14]=[CH:13][C:12]([C:15]2[N:16]=[N:17][N:18]([CH2:20][C:21]([O:23][CH2:24][CH3:25])=[O:22])[N:19]=2)=[CH:11][N:10]=1, predict the reactants needed to synthesize it. The reactants are: C([NH:8][C:9]1[N:14]=[CH:13][C:12]([C:15]2[N:16]=[N:17][N:18]([CH2:20][C:21]([O:23][CH2:24][CH3:25])=[O:22])[N:19]=2)=[CH:11][N:10]=1)C1C=CC=CC=1.[N+]([O-])([O-])=O.[NH4+].[Ce].